Dataset: Forward reaction prediction with 1.9M reactions from USPTO patents (1976-2016). Task: Predict the product of the given reaction. Given the reactants [NH:1]1[C:5]2=[N:6][CH:7]=[C:8]([N:10]3[CH2:13][CH:12]([NH:14][C:15](=[O:21])[O:16][C:17]([CH3:20])([CH3:19])[CH3:18])[CH2:11]3)[CH:9]=[C:4]2[CH:3]=[CH:2]1.C1C(=O)N([I:29])C(=O)C1.O, predict the reaction product. The product is: [I:29][C:3]1[C:4]2[C:5](=[N:6][CH:7]=[C:8]([N:10]3[CH2:11][CH:12]([NH:14][C:15](=[O:21])[O:16][C:17]([CH3:18])([CH3:20])[CH3:19])[CH2:13]3)[CH:9]=2)[NH:1][CH:2]=1.